This data is from Catalyst prediction with 721,799 reactions and 888 catalyst types from USPTO. The task is: Predict which catalyst facilitates the given reaction. Reactant: C([C:5]1[CH:10]=[C:9]([C:11]([OH:13])=[O:12])[CH:8]=[CH:7][C:6]=1[C:14]1[CH:19]=[CH:18][C:17]([CH2:20][CH2:21][CH2:22][N:23](C(OC(C)(C)C)=O)[CH2:24][C@H:25]([OH:32])[C:26]2[CH:27]=[N:28][CH:29]=[CH:30][CH:31]=2)=[CH:16][CH:15]=1)(C)(C)C.[ClH:40]. Product: [ClH:40].[ClH:40].[OH:32][C@H:25]([C:26]1[CH:27]=[N:28][CH:29]=[CH:30][CH:31]=1)[CH2:24][NH:23][CH2:22][CH2:21][CH2:20][C:17]1[CH:16]=[CH:15][C:14]([C:6]2[CH:7]=[CH:8][C:9]([C:11]([OH:13])=[O:12])=[CH:10][CH:5]=2)=[CH:19][CH:18]=1. The catalyst class is: 12.